This data is from Full USPTO retrosynthesis dataset with 1.9M reactions from patents (1976-2016). The task is: Predict the reactants needed to synthesize the given product. (1) Given the product [NH:1]1[C:9]2[C:4](=[CH:5][CH:6]=[CH:7][CH:8]=2)[C:3](/[CH:10]=[CH:11]/[C:12]2[CH:20]=[CH:19][CH:18]=[CH:17][C:13]=2[C:14]([NH:28][C:29]2[S:30][CH:31]=[CH:32][N:33]=2)=[O:16])=[N:2]1, predict the reactants needed to synthesize it. The reactants are: [NH:1]1[C:9]2[C:4](=[CH:5][CH:6]=[CH:7][CH:8]=2)[C:3](/[CH:10]=[CH:11]/[C:12]2[CH:20]=[CH:19][CH:18]=[CH:17][C:13]=2[C:14]([OH:16])=O)=[N:2]1.CN1CCOCC1.[NH2:28][C:29]1[S:30][CH:31]=[CH:32][N:33]=1.C(Cl)CCl.O.ON1C2C=CC=CC=2N=N1. (2) Given the product [CH3:20][O:13][C:12]([C:8]1[C:7]2[C:11](=[C:3]([F:2])[CH:4]=[CH:5][C:6]=2[O:15][C:16]([F:19])([F:17])[F:18])[NH:10][CH:9]=1)=[O:14], predict the reactants needed to synthesize it. The reactants are: Cl.[F:2][C:3]1[CH:4]=[CH:5][C:6]([O:15][C:16]([F:19])([F:18])[F:17])=[C:7]2[C:11]=1[NH:10][CH:9]=[C:8]2[C:12]([OH:14])=[O:13].[CH3:20]O. (3) Given the product [F:1][C:2]1[CH:7]=[C:6]([O:8][C:27]2[CH:32]=[N:31][C:30]([N+:33]([O-:35])=[O:34])=[CH:29][CH:28]=2)[CH:5]=[CH:4][C:3]=1[NH:9][C:10](=[O:19])[O:11][CH2:12][C:13]1[CH:14]=[CH:15][CH:16]=[CH:17][CH:18]=1, predict the reactants needed to synthesize it. The reactants are: [F:1][C:2]1[CH:7]=[C:6]([OH:8])[CH:5]=[CH:4][C:3]=1[NH:9][C:10](=[O:19])[O:11][CH2:12][C:13]1[CH:18]=[CH:17][CH:16]=[CH:15][CH:14]=1.C(=O)([O-])[O-].[Cs+].[Cs+].Cl[C:27]1[CH:28]=[CH:29][C:30]([N+:33]([O-:35])=[O:34])=[N:31][CH:32]=1.O. (4) Given the product [CH:28]1([NH:27][C:25](=[O:26])[C:24]2[CH:35]=[CH:36][C:21]([NH:20][C:2]3[N:12]=[C:11]4[C:5]([N:6]([CH3:19])[C:7](=[O:18])[CH2:8][CH2:9][N:10]4[CH2:13][CH2:14][N:15]([CH3:17])[CH3:16])=[CH:4][N:3]=3)=[C:22]([O:37][CH3:38])[CH:23]=2)[CH2:29][CH2:30][CH2:40][CH2:32][CH2:33]1, predict the reactants needed to synthesize it. The reactants are: Cl[C:2]1[N:12]=[C:11]2[C:5]([N:6]([CH3:19])[C:7](=[O:18])[CH2:8][CH2:9][N:10]2[CH2:13][CH2:14][N:15]([CH3:17])[CH3:16])=[CH:4][N:3]=1.[NH2:20][C:21]1[CH:36]=[CH:35][C:24]([C:25]([NH:27][CH:28]2[CH2:33][CH2:32]N(C)[CH2:30][CH2:29]2)=[O:26])=[CH:23][C:22]=1[O:37][CH3:38].O.[C:40]1(C)C=CC(S(O)(=O)=O)=CC=1.CO. (5) Given the product [F:1][C:2]1[CH:7]=[CH:6][C:5]([C@@H:8]([C:10]2[N:19]=[C:18]([NH:20][C:21]3[CH:25]=[C:24]([CH3:26])[NH:23][N:22]=3)[C:17]3[C:12](=[CH:13][CH:14]=[CH:15][CH:16]=3)[N:11]=2)[OH:9])=[CH:4][CH:3]=1, predict the reactants needed to synthesize it. The reactants are: [F:1][C:2]1[CH:7]=[CH:6][C:5]([C:8]([C:10]2[N:19]=[C:18]([NH:20][C:21]3[CH2:25][C:24]([CH3:26])=[N:23][N:22]=3)[C:17]3[C:12](=[CH:13][CH:14]=[CH:15][CH:16]=3)[N:11]=2)=[O:9])=[CH:4][CH:3]=1.CC([O-])(C)C.[K+].CC(O)(C)C.[H][H]. (6) Given the product [F:33][C:2]([F:1])([F:34])[C:3]1[CH:4]=[C:5]([CH:30]=[CH:31][CH:32]=1)[CH2:6][N:7]1[CH:13]([C:14]([NH:16][C:17]2([C:20]3[CH:21]=[CH:22][C:23]([C:24]([OH:26])=[O:25])=[CH:28][CH:29]=3)[CH2:19][CH2:18]2)=[O:15])[CH2:12][CH:11]2[CH:9]([CH2:10]2)[CH2:8]1, predict the reactants needed to synthesize it. The reactants are: [F:1][C:2]([F:34])([F:33])[C:3]1[CH:4]=[C:5]([CH:30]=[CH:31][CH:32]=1)[CH2:6][N:7]1[CH:13]([C:14]([NH:16][C:17]2([C:20]3[CH:29]=[CH:28][C:23]([C:24]([O:26]C)=[O:25])=[CH:22][CH:21]=3)[CH2:19][CH2:18]2)=[O:15])[CH2:12][CH:11]2[CH:9]([CH2:10]2)[CH2:8]1.O[Li].O.